From a dataset of Catalyst prediction with 721,799 reactions and 888 catalyst types from USPTO. Predict which catalyst facilitates the given reaction. (1) Reactant: [CH2:1]([C:3]1([OH:9])[O:7][C:6](=[O:8])[CH:5]=[CH:4]1)[CH3:2].CC(C)=O.O.N1C=CC=CC=1. Product: [O:9]=[C:3]([CH2:1][CH3:2])/[CH:4]=[CH:5]/[C:6]([OH:8])=[O:7]. The catalyst class is: 1. (2) Reactant: [CH3:1][N:2]1[CH2:7][CH2:6][N:5]([C:8]2[CH:9]=[CH:10][C:11]([N+:19]([O-])=O)=[C:12]([NH:14][S:15]([CH3:18])(=[O:17])=[O:16])[CH:13]=2)[CH2:4][CH2:3]1.O.NN.[C:25]1([CH3:35])[CH:30]=[CH:29][C:28]([S:31]([Cl:34])(=[O:33])=[O:32])=[CH:27][CH:26]=1.C(Cl)Cl.CO. Product: [ClH:34].[CH3:35][C:25]1[CH:30]=[CH:29][C:28]([S:31]([NH:19][C:11]2[CH:10]=[CH:9][C:8]([N:5]3[CH2:6][CH2:7][N:2]([CH3:1])[CH2:3][CH2:4]3)=[CH:13][C:12]=2[NH:14][S:15]([CH3:18])(=[O:17])=[O:16])(=[O:33])=[O:32])=[CH:27][CH:26]=1. The catalyst class is: 446. (3) The catalyst class is: 7. Product: [F:27][C:13]([F:12])([F:26])[C:14]1[CH:25]=[CH:24][CH:23]=[CH:22][C:15]=1[CH2:16][O:17][CH:18]1[CH2:19][N:20]([C:2]2[S:3][C:4]([C:7]([O:9][CH2:10][CH3:11])=[O:8])=[CH:5][N:6]=2)[CH2:21]1. Reactant: Br[C:2]1[S:3][C:4]([C:7]([O:9][CH2:10][CH3:11])=[O:8])=[CH:5][N:6]=1.[F:12][C:13]([F:27])([F:26])[C:14]1[CH:25]=[CH:24][CH:23]=[CH:22][C:15]=1[CH2:16][O:17][CH:18]1[CH2:21][NH:20][CH2:19]1.C1CCN2C(=NCCC2)CC1. (4) Reactant: [NH:1]1[C:9]2[C:4](=[CH:5][CH:6]=[N:7][CH:8]=2)[CH:3]=[CH:2]1.[Al+3].[Cl-].[Cl-].[Cl-].[C:14](Cl)(=[O:16])[CH3:15]. Product: [NH:1]1[C:9]2=[CH:8][N:7]=[CH:6][CH:5]=[C:4]2[C:3]([C:14](=[O:16])[CH3:15])=[CH:2]1. The catalyst class is: 2. (5) Reactant: [C:1]([Si:3]([CH3:6])([CH3:5])[CH3:4])#[CH:2].Br[C:8]1[CH:13]=[CH:12][C:11]([C:14]2[CH:35]=[CH:34][C:17]3[NH:18][C:19]([C@@H:21]4[CH2:25][C@H:24]([CH3:26])[CH2:23][N:22]4[C:27]([O:29][C:30]([CH3:33])([CH3:32])[CH3:31])=[O:28])=[N:20][C:16]=3[CH:15]=2)=[CH:10][CH:9]=1.C(Cl)Cl. Product: [CH3:26][C@@H:24]1[CH2:23][N:22]([C:27]([O:29][C:30]([CH3:33])([CH3:32])[CH3:31])=[O:28])[C@H:21]([C:19]2[NH:18][C:17]3[CH:34]=[CH:35][C:14]([C:11]4[CH:12]=[CH:13][C:8]([C:2]#[C:1][Si:3]([CH3:6])([CH3:5])[CH3:4])=[CH:9][CH:10]=4)=[CH:15][C:16]=3[N:20]=2)[CH2:25]1. The catalyst class is: 471. (6) Reactant: [F:1][C:2]1[CH:7]=[CH:6][C:5]([C@@H:8]2[CH2:13][CH2:12][N:11]([C:14]([O:16][C:17]([CH3:20])([CH3:19])[CH3:18])=[O:15])[CH2:10][C@H:9]2[C:21]([O:23][CH3:24])=[O:22])=[CH:4][CH:3]=1.C[Si]([N-][Si](C)(C)C)(C)C.[Li+].[F:35]NS(C1C=CC=CC=1)(=O)=O. Product: [F:35][C:9]1([C:21]([O:23][CH3:24])=[O:22])[CH:8]([C:5]2[CH:4]=[CH:3][C:2]([F:1])=[CH:7][CH:6]=2)[CH2:13][CH2:12][N:11]([C:14]([O:16][C:17]([CH3:18])([CH3:19])[CH3:20])=[O:15])[CH2:10]1. The catalyst class is: 7. (7) Reactant: [Cl:1][C:2]1[C:3]([O:12][C:13]2[CH:18]=[C:17]([O:19][CH2:20][CH2:21][O:22][CH3:23])[CH:16]=[CH:15][C:14]=2/[CH:24]=[CH:25]/[C:26](O)=[O:27])=[N:4][CH:5]=[C:6]([C:8]([F:11])([F:10])[F:9])[CH:7]=1.Cl.C(N=C=NCCCN(C)C)C.[C:41]1([CH2:47][CH2:48][NH:49][S:50]([NH2:53])(=[O:52])=[O:51])[CH:46]=[CH:45][CH:44]=[CH:43][CH:42]=1.Cl. Product: [Cl:1][C:2]1[C:3]([O:12][C:13]2[CH:18]=[C:17]([O:19][CH2:20][CH2:21][O:22][CH3:23])[CH:16]=[CH:15][C:14]=2/[CH:24]=[CH:25]/[C:26]([NH:53][S:50]([NH:49][CH2:48][CH2:47][C:41]2[CH:46]=[CH:45][CH:44]=[CH:43][CH:42]=2)(=[O:52])=[O:51])=[O:27])=[N:4][CH:5]=[C:6]([C:8]([F:9])([F:11])[F:10])[CH:7]=1. The catalyst class is: 766. (8) Reactant: [CH3:1][O:2][C:3]1[CH:8]=[CH:7][C:6]([N:9]2[C:18]3[C:13](=[CH:14][C:15]([OH:21])=[C:16]([CH3:20])[C:17]=3[CH3:19])[CH2:12][C:11]3([CH2:24][CH2:23][CH2:22]3)[CH2:10]2)=[CH:5][CH:4]=1.[OH-].[Na+].[CH2:27](Br)/[CH:28]=[C:29](/[CH2:31][CH2:32][CH:33]=[C:34]([CH3:36])[CH3:35])\[CH3:30].[NH4+].[Cl-]. Product: [CH3:30][C:29]([CH2:31][CH2:32][CH:33]=[C:34]([CH3:36])[CH3:35])=[CH:28][CH2:27][C:14]1[C:15]([OH:21])=[C:16]([CH3:20])[C:17]([CH3:19])=[C:18]2[C:13]=1[CH2:12][C:11]1([CH2:22][CH2:23][CH2:24]1)[CH2:10][N:9]2[C:6]1[CH:7]=[CH:8][C:3]([O:2][CH3:1])=[CH:4][CH:5]=1. The catalyst class is: 218. (9) Reactant: [N:1]1[CH:6]=[CH:5][CH:4]=[C:3]([NH2:7])[CH:2]=1.C(N(CC)CC)C.Cl[C:16](Cl)([O:18]C(=O)OC(Cl)(Cl)Cl)Cl.[Cl:27][C:28]1[CH:29]=[C:30]([C:34]2[CH:35]=[CH:36][C:37]3[N:43]([CH2:44][CH3:45])[CH2:42][CH2:41][CH2:40][NH:39][C:38]=3[N:46]=2)[CH:31]=[CH:32][CH:33]=1.C(=O)(O)[O-].[Na+]. Product: [Cl:27][C:28]1[CH:29]=[C:30]([C:34]2[CH:35]=[CH:36][C:37]3[N:43]([CH2:44][CH3:45])[CH2:42][CH2:41][CH2:40][N:39]([C:16]([NH:7][C:3]4[CH:2]=[N:1][CH:6]=[CH:5][CH:4]=4)=[O:18])[C:38]=3[N:46]=2)[CH:31]=[CH:32][CH:33]=1. The catalyst class is: 49.